This data is from Catalyst prediction with 721,799 reactions and 888 catalyst types from USPTO. The task is: Predict which catalyst facilitates the given reaction. Reactant: [Cl:1][C:2]1[S:3][C:4]([Cl:11])=[CH:5][C:6]=1[C:7](OC)=[O:8].[BH4-].[Na+].[Cl-].[NH4+]. Product: [Cl:1][C:2]1[S:3][C:4]([Cl:11])=[CH:5][C:6]=1[CH2:7][OH:8]. The catalyst class is: 5.